Dataset: Forward reaction prediction with 1.9M reactions from USPTO patents (1976-2016). Task: Predict the product of the given reaction. (1) Given the reactants Br[C:2]1[CH:7]=[CH:6][C:5]([C:8]#[C:9][C:10]2[CH:15]=[CH:14][CH:13]=[CH:12][CH:11]=2)=[CH:4][N:3]=1.[NH:16]1[C:20](=[O:21])[CH2:19][CH:18]2[CH2:22][CH2:23][CH2:24][N:17]12.C(=O)([O-])[O-].[Cs+].[Cs+].CC1(C)C2C(=C(P(C3C=CC=CC=3)C3C=CC=CC=3)C=CC=2)OC2C(P(C3C=CC=CC=3)C3C=CC=CC=3)=CC=CC1=2, predict the reaction product. The product is: [C:10]1([C:9]#[C:8][C:5]2[CH:6]=[CH:7][C:2]([N:16]3[C:20](=[O:21])[CH2:19][CH:18]4[CH2:22][CH2:23][CH2:24][N:17]34)=[N:3][CH:4]=2)[CH:15]=[CH:14][CH:13]=[CH:12][CH:11]=1. (2) Given the reactants [F:1][C:2]1[CH:3]=[C:4](/[CH:16]=[CH:17]/[C:18]([O:20][CH2:21][CH2:22][CH2:23][CH3:24])=[O:19])[CH:5]=[CH:6][C:7]=1[O:8][C:9]1[CH:14]=[CH:13][C:12]([OH:15])=[CH:11][N:10]=1.[Cl:25][C:26]1[CH:33]=[CH:32][CH:31]=[CH:30][C:27]=1[CH2:28]Cl.[H-].[Na+], predict the reaction product. The product is: [CH2:21]([O:20][C:18](=[O:19])/[CH:17]=[CH:16]/[C:4]1[CH:5]=[CH:6][C:7]([O:8][C:9]2[CH:14]=[CH:13][C:12]([O:15][CH2:28][C:27]3[CH:30]=[CH:31][CH:32]=[CH:33][C:26]=3[Cl:25])=[CH:11][N:10]=2)=[C:2]([F:1])[CH:3]=1)[CH2:22][CH2:23][CH3:24]. (3) Given the reactants [C:1]1([CH3:16])[CH:6]=[CH:5][CH:4]=[CH:3][C:2]=1[PH:7](=[O:15])[C:8]1[CH:13]=[CH:12][CH:11]=[CH:10][C:9]=1[CH3:14].[OH-:17].[Na+].OO.Cl, predict the reaction product. The product is: [C:9]1([CH3:14])[CH:10]=[CH:11][CH:12]=[CH:13][C:8]=1[P:7]([C:2]1[CH:3]=[CH:4][CH:5]=[CH:6][C:1]=1[CH3:16])(=[O:17])[OH:15]. (4) Given the reactants [C:1](=[NH:21])([O:3][CH2:4][CH2:5][C:6]1[CH:11]=[CH:10][C:9]([O:12][C:13]2[CH:18]=[CH:17][C:16]([CH3:19])=[C:15]([Cl:20])[CH:14]=2)=[CH:8][CH:7]=1)[NH2:2].[CH:22]([CH:24]([CH2:29][C:30]1[CH:31]=[N:32][CH:33]=[N:34][CH:35]=1)[C:25](OC)=O)=[O:23].C([O-])([O-])=O.[K+].[K+], predict the reaction product. The product is: [Cl:20][C:15]1[CH:14]=[C:13]([O:12][C:9]2[CH:8]=[CH:7][C:6]([CH2:5][CH2:4][O:3][C:1]3[NH:2][CH:25]=[C:24]([CH2:29][C:30]4[CH:35]=[N:34][CH:33]=[N:32][CH:31]=4)[C:22](=[O:23])[N:21]=3)=[CH:11][CH:10]=2)[CH:18]=[CH:17][C:16]=1[CH3:19]. (5) Given the reactants [CH2:1]([N:3]1[C:7]([CH3:8])=[C:6]([C:9]2[N:10]([CH3:32])[C:11]3[C:16]([N:17]=2)=[C:15]([NH:18][C@H:19]2[CH2:24][CH2:23][CH2:22][N:21](C(OC(C)(C)C)=O)[CH2:20]2)[N:14]=[CH:13][N:12]=3)[CH:5]=[N:4]1)[CH3:2].C(O)(C(F)(F)F)=O, predict the reaction product. The product is: [CH2:1]([N:3]1[C:7]([CH3:8])=[C:6]([C:9]2[N:10]([CH3:32])[C:11]3[C:16]([N:17]=2)=[C:15]([NH:18][C@H:19]2[CH2:24][CH2:23][CH2:22][NH:21][CH2:20]2)[N:14]=[CH:13][N:12]=3)[CH:5]=[N:4]1)[CH3:2]. (6) Given the reactants [C:1]([C:3]1[CH:4]=[C:5]([CH:19]=[CH:20][CH:21]=1)[CH2:6][O:7][C:8]1[C:9]([CH3:18])=[N:10][CH:11]=[C:12]([CH:16]=O)[C:13]=1[CH2:14][CH3:15])#[N:2].[NH2:22][C:23]1[CH:30]=[CH:29][C:26]([C:27]#[N:28])=[CH:25][CH:24]=1, predict the reaction product. The product is: [C:27]([C:26]1[CH:29]=[CH:30][C:23]([NH:22][CH2:16][C:12]2[C:13]([CH2:14][CH3:15])=[C:8]([O:7][CH2:6][C:5]3[CH:4]=[C:3]([CH:21]=[CH:20][CH:19]=3)[C:1]#[N:2])[C:9]([CH3:18])=[N:10][CH:11]=2)=[CH:24][CH:25]=1)#[N:28]. (7) The product is: [CH2:1]([O:8][C:9]([N:11]1[CH2:16][CH2:15][CH:14]([CH2:17][N:18]([C:19]2[CH:23]=[C:22]([C:24]3[CH:29]=[CH:28][CH:27]=[CH:26][CH:25]=3)[S:21][C:20]=2[C:30]([OH:32])=[O:31])[C:34](=[O:43])[C:35]2[CH:40]=[CH:39][C:38]([Cl:41])=[CH:37][C:36]=2[Cl:42])[CH2:13][CH2:12]1)=[O:10])[C:2]1[CH:7]=[CH:6][CH:5]=[CH:4][CH:3]=1. Given the reactants [CH2:1]([O:8][C:9]([N:11]1[CH2:16][CH2:15][CH:14]([CH2:17][N:18]([C:34](=[O:43])[C:35]2[CH:40]=[CH:39][C:38]([Cl:41])=[CH:37][C:36]=2[Cl:42])[C:19]2[CH:23]=[C:22]([C:24]3[CH:29]=[CH:28][CH:27]=[CH:26][CH:25]=3)[S:21][C:20]=2[C:30]([O:32]C)=[O:31])[CH2:13][CH2:12]1)=[O:10])[C:2]1[CH:7]=[CH:6][CH:5]=[CH:4][CH:3]=1.O[Li].O.CO, predict the reaction product. (8) The product is: [CH3:22][O:21][C:18]1[N:17]=[C:16]([O:23][CH2:24][CH2:25][C:26]2[C:35]3[C:30](=[CH:31][CH:32]=[CH:33][CH:34]=3)[N:29]=[CH:28][CH:27]=2)[C:15]([S:12]([NH:11][C@H:8]([CH:9]=[O:10])[CH2:7][C:6]([OH:36])=[O:5])(=[O:14])=[O:13])=[CH:20][CH:19]=1. Given the reactants C([O:5][C:6](=[O:36])[CH2:7][C@H:8]([NH:11][S:12]([C:15]1[C:16]([O:23][CH2:24][CH2:25][C:26]2[C:35]3[C:30](=[CH:31][CH:32]=[CH:33][CH:34]=3)[N:29]=[CH:28][CH:27]=2)=[N:17][C:18]([O:21][CH3:22])=[CH:19][CH:20]=1)(=[O:14])=[O:13])[CH:9]=[O:10])(C)(C)C.C(O)(C(F)(F)F)=O, predict the reaction product. (9) Given the reactants [Cl-].N1C=CC=NC=1.Cl[C:9]1[C:10]2[CH2:24][S:23][CH2:22][CH2:21][C:11]=2[N:12]=[C:13]([C:15]2[S:16][C:17]([Cl:20])=[CH:18][CH:19]=2)[N:14]=1.[OH:25][C:26]1[CH:31]=[CH:30][C:29]([CH2:32][C:33]([O:35][CH3:36])=[O:34])=[CH:28][CH:27]=1.FC1SC(C2N=C(OC3C=CC(CC(OC)=O)=CC=3)C3CSCC=3N=2)=CC=1, predict the reaction product. The product is: [Cl:20][C:17]1[S:16][C:15]([C:13]2[N:14]=[C:9]([O:25][C:26]3[CH:27]=[CH:28][C:29]([CH2:32][C:33]([O:35][CH3:36])=[O:34])=[CH:30][CH:31]=3)[C:10]3[CH2:24][S:23][CH2:22][CH2:21][C:11]=3[N:12]=2)=[CH:19][CH:18]=1. (10) Given the reactants [H-].[Na+].[OH:3][C:4]1[C:13]2[C:8](=[CH:9][CH:10]=[CH:11][CH:12]=2)[N:7]=[CH:6][CH:5]=1.S(C1C=CC(C)=CC=1)(O[CH2:18][C@@H:19]1[O:21][CH2:20]1)(=O)=O, predict the reaction product. The product is: [O:21]1[CH2:20][C@@H:19]1[CH2:18][O:3][C:4]1[C:13]2[C:8](=[CH:9][CH:10]=[CH:11][CH:12]=2)[N:7]=[CH:6][CH:5]=1.